This data is from NCI-60 drug combinations with 297,098 pairs across 59 cell lines. The task is: Regression. Given two drug SMILES strings and cell line genomic features, predict the synergy score measuring deviation from expected non-interaction effect. (1) Drug 1: CCC1=CC2CC(C3=C(CN(C2)C1)C4=CC=CC=C4N3)(C5=C(C=C6C(=C5)C78CCN9C7C(C=CC9)(C(C(C8N6C)(C(=O)OC)O)OC(=O)C)CC)OC)C(=O)OC.C(C(C(=O)O)O)(C(=O)O)O. Drug 2: C1=NNC2=C1C(=O)NC=N2. Cell line: HCT-15. Synergy scores: CSS=15.4, Synergy_ZIP=-2.48, Synergy_Bliss=6.35, Synergy_Loewe=-60.0, Synergy_HSA=4.16. (2) Drug 1: CC1=C(C=C(C=C1)C(=O)NC2=CC(=CC(=C2)C(F)(F)F)N3C=C(N=C3)C)NC4=NC=CC(=N4)C5=CN=CC=C5. Drug 2: CCN(CC)CCCC(C)NC1=C2C=C(C=CC2=NC3=C1C=CC(=C3)Cl)OC. Cell line: HCC-2998. Synergy scores: CSS=7.15, Synergy_ZIP=0.833, Synergy_Bliss=4.13, Synergy_Loewe=-16.6, Synergy_HSA=-5.33. (3) Drug 1: C1=CN(C(=O)N=C1N)C2C(C(C(O2)CO)O)O.Cl. Drug 2: CC1=C2C(C(=O)C3(C(CC4C(C3C(C(C2(C)C)(CC1OC(=O)C(C(C5=CC=CC=C5)NC(=O)OC(C)(C)C)O)O)OC(=O)C6=CC=CC=C6)(CO4)OC(=O)C)O)C)O. Cell line: SNB-75. Synergy scores: CSS=2.02, Synergy_ZIP=-0.974, Synergy_Bliss=-0.501, Synergy_Loewe=-1.45, Synergy_HSA=-0.566.